From a dataset of Forward reaction prediction with 1.9M reactions from USPTO patents (1976-2016). Predict the product of the given reaction. (1) The product is: [OH:39][CH2:33][CH2:34][CH2:35][CH2:36][C:37]#[C:38][C:2]1[CH:7]=[CH:6][C:5]([CH:8]=[CH:9][C:10]2[CH:15]=[CH:14][C:13]([CH:16]=[CH:17][C:18]3[CH:23]=[CH:22][CH:21]=[CH:20][C:19]=3[CH:36]([C:31]#[CH:32])[CH2:35][CH2:34][CH2:33][OH:39])=[CH:12][C:11]=2[CH3:25])=[CH:4][CH:3]=1. Given the reactants Br[C:2]1[CH:7]=[CH:6][C:5]([CH:8]=[CH:9][C:10]2[CH:15]=[CH:14][C:13](/[CH:16]=[CH:17]\[C:18]3[CH:23]=[CH:22][C:21](Br)=[CH:20][CH:19]=3)=[CH:12][C:11]=2[CH3:25])=[CH:4][CH:3]=1.C(N([CH2:31][CH3:32])CC)C.[CH2:33]([OH:39])[CH2:34][CH2:35][CH2:36][C:37]#[CH:38], predict the reaction product. (2) Given the reactants [CH:1]#[C:2][CH3:3].[Cl:4][C:5]1[CH:6]=[C:7](I)[C:8]([NH2:11])=[N:9][CH:10]=1.C(N(CC)CC)C, predict the reaction product. The product is: [Cl:4][C:5]1[CH:6]=[C:7]([C:1]#[C:2][CH3:3])[C:8]([NH2:11])=[N:9][CH:10]=1. (3) The product is: [C:28]([C:20]1[C:19]([NH:18][C:9]([C:6]2[CH:5]=[C:4]([CH:1]([CH3:2])[CH3:3])[O:8][N:7]=2)=[O:11])=[C:24]([Cl:25])[C:23]([O:26][CH3:27])=[CH:22][CH:21]=1)(=[O:30])[CH3:29]. Given the reactants [CH:1]([C:4]1[O:8][N:7]=[C:6]([C:9]([OH:11])=O)[CH:5]=1)([CH3:3])[CH3:2].C(Cl)(=O)C(Cl)=O.[NH2:18][C:19]1[C:24]([Cl:25])=[C:23]([O:26][CH3:27])[CH:22]=[CH:21][C:20]=1[C:28](=[O:30])[CH3:29].C([O-])(O)=O.[Na+], predict the reaction product. (4) Given the reactants [Br:1][C:2]1[CH:3]=[CH:4][C:5]2[O:14][C:13]3[C:12](Cl)=[N:11][C:10]([Cl:16])=[N:9][C:8]=3[C:6]=2[CH:7]=1.[OH-:17].[Na+].Cl, predict the reaction product. The product is: [Br:1][C:2]1[CH:3]=[CH:4][C:5]2[O:14][C:13]3[C:12](=[O:17])[NH:11][C:10]([Cl:16])=[N:9][C:8]=3[C:6]=2[CH:7]=1. (5) Given the reactants [Si]([O:8][CH2:9][C:10]1([CH3:36])[S:16][CH2:15][CH2:14][N:13]2[C:17]([C:20]3([C:23]4[CH:28]=[CH:27][C:26]([C:29]5[CH:34]=[C:33]([CH3:35])[CH:32]=[CH:31][N:30]=5)=[CH:25][CH:24]=4)[CH2:22][CH2:21]3)=[N:18][N:19]=[C:12]2[CH2:11]1)(C(C)(C)C)(C)C.Cl, predict the reaction product. The product is: [CH3:36][C:10]1([CH2:9][OH:8])[S:16][CH2:15][CH2:14][N:13]2[C:17]([C:20]3([C:23]4[CH:24]=[CH:25][C:26]([C:29]5[CH:34]=[C:33]([CH3:35])[CH:32]=[CH:31][N:30]=5)=[CH:27][CH:28]=4)[CH2:22][CH2:21]3)=[N:18][N:19]=[C:12]2[CH2:11]1. (6) Given the reactants [C:1]([O:5][C:6]([N:8]1[CH2:13][CH2:12][CH:11]([NH:14][C:15]2[CH:20]=[CH:19][C:18]([S:21][CH3:22])=[CH:17][CH:16]=2)[CH2:10][CH2:9]1)=[O:7])([CH3:4])([CH3:3])[CH3:2].Cl[CH2:24][C:25]1[CH:30]=[CH:29][N:28]=[C:27]([C:31]2[CH:36]=[C:35]([O:37][CH3:38])[C:34]([O:39][CH3:40])=[C:33]([O:41][CH3:42])[CH:32]=2)[CH:26]=1, predict the reaction product. The product is: [C:1]([O:5][C:6]([N:8]1[CH2:13][CH2:12][CH:11]([N:14]([C:15]2[CH:20]=[CH:19][C:18]([S:21][CH3:22])=[CH:17][CH:16]=2)[CH2:24][C:25]2[CH:30]=[CH:29][N:28]=[C:27]([C:31]3[CH:36]=[C:35]([O:37][CH3:38])[C:34]([O:39][CH3:40])=[C:33]([O:41][CH3:42])[CH:32]=3)[CH:26]=2)[CH2:10][CH2:9]1)=[O:7])([CH3:4])([CH3:3])[CH3:2]. (7) Given the reactants [F:1][C:2]1[CH:7]=[CH:6][C:5]([CH:8]2[CH2:13][CH2:12][CH2:11][NH:10][CH2:9]2)=[CH:4][CH:3]=1.[CH:14]([C:16]1[CH:31]=[CH:30][C:19]([O:20][C:21]2[CH:29]=[CH:28][C:24]([C:25]([NH2:27])=[O:26])=[CH:23][N:22]=2)=[CH:18][CH:17]=1)=O.C(O[BH-](OC(=O)C)OC(=O)C)(=O)C.[Na+].C(O)(=O)C.[Cl:50]CCCl, predict the reaction product. The product is: [ClH:50].[F:1][C:2]1[CH:3]=[CH:4][C:5]([CH:8]2[CH2:13][CH2:12][CH2:11][N:10]([CH2:14][C:16]3[CH:31]=[CH:30][C:19]([O:20][C:21]4[CH:29]=[CH:28][C:24]([C:25]([NH2:27])=[O:26])=[CH:23][N:22]=4)=[CH:18][CH:17]=3)[CH2:9]2)=[CH:6][CH:7]=1. (8) The product is: [Br:2][C:3]1[N:4]=[C:5]([Br:13])[N:6]2[CH:11]=[CH:10][N:9]=[C:8]([NH2:1])[C:7]=12. Given the reactants [NH3:1].[Br:2][C:3]1[N:4]=[C:5]([Br:13])[N:6]2[CH:11]=[CH:10][N:9]=[C:8](Cl)[C:7]=12.CC(O)CC, predict the reaction product. (9) Given the reactants [Cl:1][C:2]1[CH:7]=[CH:6][C:5]([CH2:8][CH2:9][N:10]2[C:14]3[N:15]=[C:16]([C:19]#[N:20])[N:17]=[CH:18][C:13]=3[CH:12]=[C:11]2[CH2:21][O:22][C:23]2[CH:28]=[CH:27][C:26]([N:29]3[CH2:34][CH2:33][NH:32][CH2:31][CH2:30]3)=[CH:25][C:24]=2[F:35])=[CH:4][CH:3]=1.CCN(CC)CC.[C:43](Cl)(=[O:45])[CH3:44].CO, predict the reaction product. The product is: [C:43]([N:32]1[CH2:33][CH2:34][N:29]([C:26]2[CH:27]=[CH:28][C:23]([O:22][CH2:21][C:11]3[N:10]([CH2:9][CH2:8][C:5]4[CH:4]=[CH:3][C:2]([Cl:1])=[CH:7][CH:6]=4)[C:14]4[N:15]=[C:16]([C:19]#[N:20])[N:17]=[CH:18][C:13]=4[CH:12]=3)=[C:24]([F:35])[CH:25]=2)[CH2:30][CH2:31]1)(=[O:45])[CH3:44]. (10) The product is: [C:1]([O:5][C:6]([N:8]1[CH2:9][CH2:10][CH:11]([C:14](=[O:16])[NH:43][C:38]2[CH:39]=[CH:40][CH:41]=[CH:42][C:37]=2[O:36][C:35]2[CH:44]=[CH:45][C:32]([O:31][C:30]([F:29])([F:46])[F:47])=[CH:33][CH:34]=2)[CH2:12][CH2:13]1)=[O:7])([CH3:2])([CH3:3])[CH3:4]. Given the reactants [C:1]([O:5][C:6]([N:8]1[CH2:13][CH2:12][CH:11]([C:14]([OH:16])=O)[CH2:10][CH2:9]1)=[O:7])([CH3:4])([CH3:3])[CH3:2].Cl.CN(C)CCCN=C=NCC.[F:29][C:30]([F:47])([F:46])[O:31][C:32]1[CH:45]=[CH:44][C:35]([O:36][C:37]2[CH:42]=[CH:41][CH:40]=[CH:39][C:38]=2[NH2:43])=[CH:34][CH:33]=1, predict the reaction product.